Dataset: Forward reaction prediction with 1.9M reactions from USPTO patents (1976-2016). Task: Predict the product of the given reaction. (1) Given the reactants [Br:1][C:2]1[CH:7]=[CH:6][C:5](F)=[CH:4][C:3]=1F.[C:10]1([OH:16])[CH:15]=[CH:14][CH:13]=[CH:12][CH:11]=1.[C:17](=[O:20])([O-])[O-].[K+].[K+], predict the reaction product. The product is: [Br:1][C:2]1[CH:7]=[CH:6][C:5]([O:16][C:10]2[CH:15]=[CH:14][CH:13]=[CH:12][CH:11]=2)=[CH:4][C:3]=1[O:20][C:17]1[CH:6]=[CH:7][CH:2]=[CH:3][CH:4]=1. (2) Given the reactants [Cl:1][C:2]1[CH:7]=[C:6]([Cl:8])[CH:5]=[CH:4][C:3]=1[O:9][CH2:10][CH2:11]Cl.[Na].[C:14]([NH:21][C:22]([O:24][C:25]([CH3:28])([CH3:27])[CH3:26])=[O:23])([O:16][C:17]([CH3:20])([CH3:19])[CH3:18])=[O:15], predict the reaction product. The product is: [Cl:1][C:2]1[CH:7]=[C:6]([Cl:8])[CH:5]=[CH:4][C:3]=1[O:9][CH2:10][CH2:11][N:21]([C:14]([O:16][C:17]([CH3:20])([CH3:19])[CH3:18])=[O:15])[C:22]([O:24][C:25]([CH3:26])([CH3:27])[CH3:28])=[O:23]. (3) Given the reactants [Br:1][C:2]1[CH:9]=[CH:8][C:5]([CH2:6]Br)=[CH:4][CH:3]=1.[CH2:10]([N:12](CC)[CH2:13][CH3:14])[CH3:11].C(NCC)C, predict the reaction product. The product is: [Br:1][C:2]1[CH:9]=[CH:8][C:5]([CH2:6][N:12]([CH2:13][CH3:14])[CH2:10][CH3:11])=[CH:4][CH:3]=1. (4) Given the reactants [CH2:1]([O:3][C:4](=[O:12])[C:5]1[CH:10]=[CH:9][CH:8]=[C:7](I)[CH:6]=1)[CH3:2].C(=O)([O-])[O-].[Na+].[Na+].[CH2:19]([O:26][C:27]1[CH:32]=[CH:31][C:30](B(O)O)=[CH:29][CH:28]=1)[C:20]1[CH:25]=[CH:24][CH:23]=[CH:22][CH:21]=1, predict the reaction product. The product is: [CH2:1]([O:3][C:4]([C:5]1[CH:6]=[C:7]([C:30]2[CH:31]=[CH:32][C:27]([O:26][CH2:19][C:20]3[CH:25]=[CH:24][CH:23]=[CH:22][CH:21]=3)=[CH:28][CH:29]=2)[CH:8]=[CH:9][CH:10]=1)=[O:12])[CH3:2]. (5) Given the reactants [NH2:1][CH2:2][CH:3]([C:5]1[CH:10]=[CH:9][C:8]([O:11][CH3:12])=[C:7]([O:13][CH3:14])[CH:6]=1)[OH:4].[CH:15]1([CH:18]=O)[CH2:17][CH2:16]1, predict the reaction product. The product is: [CH:15]1([CH2:18][NH:1][CH2:2][CH:3]([C:5]2[CH:10]=[CH:9][C:8]([O:11][CH3:12])=[C:7]([O:13][CH3:14])[CH:6]=2)[OH:4])[CH2:17][CH2:16]1.